Predict the reactants needed to synthesize the given product. From a dataset of Full USPTO retrosynthesis dataset with 1.9M reactions from patents (1976-2016). Given the product [Cl:1][C:2]1[C:3]2[N:4]([C:8]([C:14]3[CH:15]=[CH:16][C:17]([CH2:20][O:21][C:22]4[CH:27]=[CH:26][CH:25]=[C:24]([S:28]([CH3:31])(=[O:30])=[O:29])[CH:23]=4)=[CH:18][CH:19]=3)=[C:9]([CH2:11][CH3:12])[N:10]=2)[CH:5]=[CH:6][CH:7]=1, predict the reactants needed to synthesize it. The reactants are: [Cl:1][C:2]1[C:3]2[N:4]([CH:8]=[C:9]([CH2:11][CH3:12])[N:10]=2)[CH:5]=[CH:6][CH:7]=1.Br[C:14]1[CH:19]=[CH:18][C:17]([CH2:20][O:21][C:22]2[CH:27]=[CH:26][CH:25]=[C:24]([S:28]([CH3:31])(=[O:30])=[O:29])[CH:23]=2)=[CH:16][CH:15]=1.